Dataset: Reaction yield outcomes from USPTO patents with 853,638 reactions. Task: Predict the reaction yield, written as a fraction of the theoretical maximum amount of product (1.0 means a 100% yield; for example, 0.34 means a 34% yield). (1) The reactants are [Cl:1][C:2]1[C:3]([C:32]2[C:40]3[C:35](=[CH:36][CH:37]=[CH:38][CH:39]=3)[N:34](S(C3C=CC=CC=3)(=O)=O)[C:33]=2[CH3:50])=[N:4][C:5]([NH:8][C@@H:9]2[CH2:14][CH2:13][CH2:12][C@H:11]([NH:15][C:16]([C:18]3[CH:23]=[CH:22][C:21]([NH:24][C:25](=[O:31])[O:26][C:27]([CH3:30])([CH3:29])[CH3:28])=[CH:20][CH:19]=3)=[O:17])[CH2:10]2)=[N:6][CH:7]=1.C([O-])([O-])=O.[K+].[K+].N1CCOCC1. The catalyst is CCO. The product is [Cl:1][C:2]1[C:3]([C:32]2[C:40]3[C:35](=[CH:36][CH:37]=[CH:38][CH:39]=3)[NH:34][C:33]=2[CH3:50])=[N:4][C:5]([NH:8][C@@H:9]2[CH2:14][CH2:13][CH2:12][C@H:11]([NH:15][C:16]([C:18]3[CH:19]=[CH:20][C:21]([NH:24][C:25](=[O:31])[O:26][C:27]([CH3:30])([CH3:29])[CH3:28])=[CH:22][CH:23]=3)=[O:17])[CH2:10]2)=[N:6][CH:7]=1. The yield is 0.436. (2) The reactants are [C:1]([O:4][C@H:5]1[O:27][C@@H:26]([CH2:28][O:29][C:30](=[O:37])[C:31]2[CH:36]=[CH:35][CH:34]=[CH:33][CH:32]=2)[C@H:16]([O:17][C:18](=[O:25])[C:19]2[CH:24]=[CH:23][CH:22]=[CH:21][CH:20]=2)[C@@H:6]1[O:7]C(=O)C1C=CC=CC=1)(=[O:3])C.C(Cl)Cl.Br. The catalyst is O. The product is [C:1]([O:4][C@@H:5]1[O:27][C@@H:26]([CH2:28][O:29][C:30](=[O:37])[C:31]2[CH:32]=[CH:33][CH:34]=[CH:35][CH:36]=2)[C@H:16]([O:17][C:18](=[O:25])[C:19]2[CH:24]=[CH:23][CH:22]=[CH:21][CH:20]=2)[C@@H:6]1[OH:7])(=[O:3])[C:19]1[CH:24]=[CH:23][CH:22]=[CH:21][CH:20]=1. The yield is 0.755. (3) The reactants are [NH2:1][C:2]1[CH:7]=[CH:6][C:5]([C:8]2[CH:13]=[CH:12][C:11]([C:14](=[O:22])[CH2:15][C:16]([CH3:21])([CH3:20])[C:17]([OH:19])=[O:18])=[CH:10][CH:9]=2)=[CH:4][CH:3]=1.Br[C:24]1[S:25][C:26]([N+:29]([O-:31])=[O:30])=[CH:27][N:28]=1. The catalyst is C(O)CCC. The product is [CH3:21][C:16]([CH3:20])([CH2:15][C:14]([C:11]1[CH:12]=[CH:13][C:8]([C:5]2[CH:4]=[CH:3][C:2]([NH:1][C:24]3[S:25][C:26]([N+:29]([O-:31])=[O:30])=[CH:27][N:28]=3)=[CH:7][CH:6]=2)=[CH:9][CH:10]=1)=[O:22])[C:17]([OH:19])=[O:18]. The yield is 0.100. (4) The reactants are [Cl:1][C:2]1[CH:7]=[CH:6][C:5]([Cl:8])=[CH:4][C:3]=1[S:9](Cl)(=[O:11])=[O:10].[N:13]1C=CC=CC=1.N[C:20]1[CH:29]=[CH:28][C:23]2[N:24]=[C:25]([CH3:27])[O:26][C:22]=2[CH:21]=1.C([O-])(O)=O.[Na+]. The catalyst is ClCCl. The product is [Cl:1][C:2]1[C:7]([C:20]2[CH:29]=[CH:28][C:23]3[N:24]=[C:25]([CH3:27])[O:26][C:22]=3[CH:21]=2)=[CH:6][C:5]([Cl:8])=[CH:4][C:3]=1[S:9]([NH2:13])(=[O:11])=[O:10]. The yield is 0.640. (5) The reactants are [CH:1]([NH:4][C:5]1[CH:10]=[C:9](Br)[CH:8]=[CH:7][C:6]=1[N+:12]([O-:14])=[O:13])([CH3:3])[CH3:2].[C:15]1([C:21]#[CH:22])[CH:20]=[CH:19][CH:18]=[CH:17][CH:16]=1. The catalyst is C(N(CC)CC)C.C([O-])(=O)C.[Pd+2].C([O-])(=O)C.C1(P(C2C=CC=CC=2)C2C=CC=CC=2)C=CC=CC=1. The product is [C:15]1([C:21]#[C:22][C:9]2[CH:8]=[CH:7][C:6]([N+:12]([O-:14])=[O:13])=[C:5]([NH:4][CH:1]([CH3:3])[CH3:2])[CH:10]=2)[CH:20]=[CH:19][CH:18]=[CH:17][CH:16]=1. The yield is 0.850. (6) The catalyst is CCOCC. The product is [CH3:34][C:24]1[CH:29]=[CH:28][C:27]([S:30]([O:9][CH2:8]/[CH:7]=[CH:6]/[Sn:5]([CH2:1][CH2:2][CH2:3][CH3:4])([CH2:10][CH2:11][CH2:12][CH3:13])[CH2:14][CH2:15][CH2:16][CH3:17])(=[O:32])=[O:31])=[CH:26][CH:25]=1. The reactants are [CH2:1]([Sn:5]([CH2:14][CH2:15][CH2:16][CH3:17])([CH2:10][CH2:11][CH2:12][CH3:13])/[CH:6]=[CH:7]/[CH2:8][OH:9])[CH2:2][CH2:3][CH3:4].C[Si](C)(C)[O-].[K+].[C:24]1([CH3:34])[CH:29]=[CH:28][C:27]([S:30](Cl)(=[O:32])=[O:31])=[CH:26][CH:25]=1. The yield is 0.450.